The task is: Predict which catalyst facilitates the given reaction.. This data is from Catalyst prediction with 721,799 reactions and 888 catalyst types from USPTO. (1) Reactant: [NH:1]1[C:9]2[C:4](=[CH:5][CH:6]=[CH:7][CH:8]=2)[CH:3]=[N:2]1.[H-].[Na+].Cl[CH2:13][C:14]1[CH:32]=[CH:31][C:17]2/[C:18](=[C:27](/[CH3:30])\[C:28]#[N:29])/[C:19]3[CH:26]=[CH:25][CH:24]=[CH:23][C:20]=3[O:21][CH2:22][C:16]=2[CH:15]=1.C(OCC)(=O)C. Product: [N:1]1([CH2:13][C:14]2[CH:32]=[CH:31][C:17]3/[C:18](=[C:27](/[CH3:30])\[C:28]#[N:29])/[C:19]4[CH:26]=[CH:25][CH:24]=[CH:23][C:20]=4[O:21][CH2:22][C:16]=3[CH:15]=2)[C:9]2[C:4](=[CH:5][CH:6]=[CH:7][CH:8]=2)[CH:3]=[N:2]1.[N:1]1[N:2]([CH2:13][C:14]2[CH:32]=[CH:31][C:17]3/[C:18](=[C:27](/[CH3:30])\[C:28]#[N:29])/[C:19]4[CH:26]=[CH:25][CH:24]=[CH:23][C:20]=4[O:21][CH2:22][C:16]=3[CH:15]=2)[CH:3]=[C:4]2[C:9]=1[CH:8]=[CH:7][CH:6]=[CH:5]2. The catalyst class is: 3. (2) Reactant: [CH3:1][O-:2].[Na+].[Cl:4][C:5]1[CH:14]=[C:13](F)[C:12]([N+:16]([O-:18])=[O:17])=[CH:11][C:6]=1[C:7]([O:9][CH3:10])=[O:8]. Product: [Cl:4][C:5]1[CH:14]=[C:13]([O:2][CH3:1])[C:12]([N+:16]([O-:18])=[O:17])=[CH:11][C:6]=1[C:7]([O:9][CH3:10])=[O:8]. The catalyst class is: 275. (3) Reactant: [Br:1][C:2]1[CH:8]=[C:7]([O:9][C:10]([F:13])([F:12])[F:11])[C:5]([NH2:6])=[C:4]([Cl:14])[CH:3]=1.C(N(CC)CC)C.[C:22]([CH2:26][C:27](Cl)=[O:28])([CH3:25])([CH3:24])[CH3:23]. Product: [Br:1][C:2]1[CH:8]=[C:7]([O:9][C:10]([F:12])([F:11])[F:13])[C:5]([NH:6][C:27](=[O:28])[CH2:26][C:22]([CH3:25])([CH3:24])[CH3:23])=[C:4]([Cl:14])[CH:3]=1. The catalyst class is: 4. (4) Reactant: [H-].C[O:3]CCO[Al+]OCCOC.[Na+].[H-].[F:15][C:16]1[CH:23]=[C:22]([N:24]2[CH:28]=[C:27]([CH3:29])[N:26]=[CH:25]2)[C:21]([O:30][CH3:31])=[CH:20][C:17]=1[C:18]#N.O.[OH-].[Na+]. Product: [F:15][C:16]1[CH:23]=[C:22]([N:24]2[CH:28]=[C:27]([CH3:29])[N:26]=[CH:25]2)[C:21]([O:30][CH3:31])=[CH:20][C:17]=1[CH:18]=[O:3]. The catalyst class is: 56. (5) Reactant: [Cl-].[Al+3].[Cl-].[Cl-].[H-].[Al+3].[Li+].[H-].[H-].[H-].[Br:11][C:12]1[CH:13]=[C:14]([S:18][C:19]2[N:23]([C:24]3[CH:29]=[CH:28][CH:27]=[CH:26][C:25]=3[Cl:30])[N:22]=[C:21]([C:31]([NH:33][CH3:34])=O)[CH:20]=2)[CH:15]=[CH:16][CH:17]=1.[OH-].[Na+]. Product: [Br:11][C:12]1[CH:13]=[C:14]([S:18][C:19]2[N:23]([C:24]3[CH:29]=[CH:28][CH:27]=[CH:26][C:25]=3[Cl:30])[N:22]=[C:21]([CH2:31][NH:33][CH3:34])[CH:20]=2)[CH:15]=[CH:16][CH:17]=1. The catalyst class is: 7. (6) Reactant: Br[C:2]1[CH:11]=[N:10][C:9]2[C:8]([N:12]3[CH2:17][CH2:16][O:15][CH2:14][CH2:13]3)=[N:7][C:6]([Cl:18])=[N:5][C:4]=2[CH:3]=1.C([Li])CCC.CN(C)[CH:26]=[O:27]. Product: [Cl:18][C:6]1[N:7]=[C:8]([N:12]2[CH2:17][CH2:16][O:15][CH2:14][CH2:13]2)[C:9]2[N:10]=[CH:11][C:2]([CH:26]=[O:27])=[CH:3][C:4]=2[N:5]=1. The catalyst class is: 1. (7) Reactant: [H-].[Na+].[NH:3]1[C:11]2[C:6](=[CH:7][CH:8]=[CH:9][CH:10]=2)[CH2:5][CH2:4]1.I[CH2:13][CH3:14]. The catalyst class is: 30. Product: [CH2:13]([N:3]1[C:11]2[C:6](=[CH:7][CH:8]=[CH:9][CH:10]=2)[CH2:5][CH2:4]1)[CH3:14]. (8) Reactant: [Cl:1][C:2]1[N:7]=[C:6]([CH2:8][C:9]([C:11]2[C:12]([F:29])=[C:13]([NH:17][S:18]([C:21]3[C:26]([F:27])=[CH:25][CH:24]=[CH:23][C:22]=3[F:28])(=[O:20])=[O:19])[CH:14]=[CH:15][CH:16]=2)=O)[CH:5]=[CH:4][N:3]=1.C1C(=O)N(Br)C(=O)C1.[CH3:38][C:39]([CH3:44])([CH3:43])[C:40](=[S:42])[NH2:41]. Product: [Cl:1][C:2]1[N:7]=[C:6]([C:8]2[S:42][C:40]([C:39]([CH3:44])([CH3:43])[CH3:38])=[N:41][C:9]=2[C:11]2[C:12]([F:29])=[C:13]([NH:17][S:18]([C:21]3[C:26]([F:27])=[CH:25][CH:24]=[CH:23][C:22]=3[F:28])(=[O:20])=[O:19])[CH:14]=[CH:15][CH:16]=2)[CH:5]=[CH:4][N:3]=1. The catalyst class is: 287.